The task is: Predict which catalyst facilitates the given reaction.. This data is from Catalyst prediction with 721,799 reactions and 888 catalyst types from USPTO. (1) Reactant: F[C:2]1[CH:9]=[C:8](F)[C:7]([F:11])=[CH:6][C:3]=1[C:4]#[N:5].[CH:12]1([C:15]2[C:25]3[CH2:24][CH2:23][N:22]([C:26]([O:28][C:29]([CH3:32])([CH3:31])[CH3:30])=[O:27])[CH2:21][CH2:20][C:19]=3[CH:18]=[C:17]3[O:33][CH2:34][CH2:35][N:36]([CH2:37][CH2:38][OH:39])[C:16]=23)[CH2:14][CH2:13]1.C[C:41](C)([O-:43])C.[K+].CO. Product: [C:4]([C:3]1[C:2]([O:43][CH3:41])=[CH:9][C:8]([O:39][CH2:38][CH2:37][N:36]2[C:16]3=[C:15]([CH:12]4[CH2:13][CH2:14]4)[C:25]4[CH2:24][CH2:23][N:22]([C:26]([O:28][C:29]([CH3:32])([CH3:31])[CH3:30])=[O:27])[CH2:21][CH2:20][C:19]=4[CH:18]=[C:17]3[O:33][CH2:34][CH2:35]2)=[C:7]([F:11])[CH:6]=1)#[N:5]. The catalyst class is: 56. (2) Reactant: [CH3:1][O:2][C:3]1[CH:4]=[C:5]2[C:10](=[CH:11][C:12]=1[O:13][CH3:14])[N:9]=C(SC)C=C2OC1C=CC(NC(C2(C(NC3C=CC(F)=CC=3)=O)CC2)=O)=CC=1F.CS[C:43]([S:54][CH3:55])=[C:44]1[C:49](=[O:50])[O:48][C:47]([CH3:52])([CH3:51])[O:46][C:45]1=[O:53].COC1C=C(C=CC=1OC)N. Product: [CH3:14][O:13][C:12]1[CH:11]=[C:10]([NH:9][C:43]([S:54][CH3:55])=[C:44]2[C:49](=[O:50])[O:48][C:47]([CH3:52])([CH3:51])[O:46][C:45]2=[O:53])[CH:5]=[CH:4][C:3]=1[O:2][CH3:1]. The catalyst class is: 14. (3) Reactant: [Br:1][C:2]1[N:10]([CH2:11][CH:12]=[C:13]([CH3:15])[CH3:14])[C:9]2[C:8](=[O:16])[NH:7][C:6](=[O:17])[N:5]([CH3:18])[C:4]=2[N:3]=1.[CH2:19](Br)[C:20]([C:22]1[CH:27]=[CH:26][CH:25]=[CH:24][CH:23]=1)=[O:21].C(=O)([O-])[O-].[K+].[K+].CN(C=O)C. Product: [Br:1][C:2]1[N:10]([CH2:11][CH:12]=[C:13]([CH3:15])[CH3:14])[C:9]2[C:8](=[O:16])[N:7]([CH2:19][C:20](=[O:21])[C:22]3[CH:27]=[CH:26][CH:25]=[CH:24][CH:23]=3)[C:6](=[O:17])[N:5]([CH3:18])[C:4]=2[N:3]=1. The catalyst class is: 6. (4) Reactant: [CH2:1]([O:8][C:9](=[O:22])[CH2:10][C@H:11]([NH:14][C:15]([O:17][C:18]([CH3:21])([CH3:20])[CH3:19])=[O:16])[CH2:12][OH:13])[C:2]1[CH:7]=[CH:6][CH:5]=[CH:4][CH:3]=1.N1C=CN=C1.[C:28]([Si:32](Cl)([C:39]1[CH:44]=[CH:43][CH:42]=[CH:41][CH:40]=1)[C:33]1[CH:38]=[CH:37][CH:36]=[CH:35][CH:34]=1)([CH3:31])([CH3:30])[CH3:29]. Product: [CH2:1]([O:8][C:9](=[O:22])[CH2:10][C@H:11]([NH:14][C:15]([O:17][C:18]([CH3:19])([CH3:21])[CH3:20])=[O:16])[CH2:12][O:13][Si:32]([C:28]([CH3:31])([CH3:30])[CH3:29])([C:39]1[CH:40]=[CH:41][CH:42]=[CH:43][CH:44]=1)[C:33]1[CH:38]=[CH:37][CH:36]=[CH:35][CH:34]=1)[C:2]1[CH:7]=[CH:6][CH:5]=[CH:4][CH:3]=1. The catalyst class is: 35. (5) Product: [CH3:1][CH:2]1[NH:7][CH:6]([CH2:8][NH:9][C:10](=[O:16])[O:11][C:12]([CH3:15])([CH3:14])[CH3:13])[CH2:5][CH2:4][CH2:3]1. The catalyst class is: 5. Reactant: [CH3:1][C:2]1[N:7]=[C:6]([CH2:8][NH:9][C:10](=[O:16])[O:11][C:12]([CH3:15])([CH3:14])[CH3:13])[CH:5]=[CH:4][CH:3]=1.[H][H]. (6) Reactant: [C:1]([CH:3]1[CH2:9][C@@H:8]2[N:10]([C:11]([O:13][C:14]([CH3:17])([CH3:16])[CH3:15])=[O:12])[C@@H:5]([CH:6]=[CH:7]2)[CH2:4]1)#[N:2].[F:18][C:19]1[CH:20]=[N:21][CH:22]=[C:23](F)[CH:24]=1.C[Si]([N-][Si](C)(C)C)(C)C.[Li+].O. Product: [C:1]([C:3]1([C:23]2[CH:22]=[N:21][CH:20]=[C:19]([F:18])[CH:24]=2)[CH2:4][C@@H:5]2[N:10]([C:11]([O:13][C:14]([CH3:17])([CH3:16])[CH3:15])=[O:12])[C@@H:8]([CH:7]=[CH:6]2)[CH2:9]1)#[N:2]. The catalyst class is: 7. (7) Reactant: [C:9](O[C:9]([O:11][C:12]([CH3:15])([CH3:14])[CH3:13])=[O:10])([O:11][C:12]([CH3:15])([CH3:14])[CH3:13])=[O:10].C1(S([N:25]2[C:33]3[C:28](=[C:29]4[CH2:38][NH:37][CH2:36][CH2:35][O:34][C:30]4=[CH:31][CH:32]=3)[CH:27]=[CH:26]2)(=O)=O)C=CC=CC=1.[OH-].[Na+]. Product: [CH2:38]1[C:29]2=[C:28]3[C:33](=[CH:32][CH:31]=[C:30]2[O:34][CH2:35][CH2:36][N:37]1[C:9]([O:11][C:12]([CH3:13])([CH3:14])[CH3:15])=[O:10])[NH:25][CH:26]=[CH:27]3. The catalyst class is: 143. (8) Reactant: Cl([O-])(=O)(=O)=O.[Mg+2].Cl([O-])(=O)(=O)=O.[CH:12]1([N:16]2[CH2:22][CH2:21][C:20]3[CH:23]=[CH:24][C:25]([O:27][C:28]4[N:33]=[C:32]5[C:34](=[O:38])[NH:35][C:36](=[O:37])[C:31]5=[CH:30][CH:29]=4)=[CH:26][C:19]=3[CH2:18][CH2:17]2)[CH2:15][CH2:14][CH2:13]1.[BH4-].[Na+].Cl.[OH-].[Na+]. Product: [CH:12]1([N:16]2[CH2:22][CH2:21][C:20]3[CH:23]=[CH:24][C:25]([O:27][C:28]4[N:33]=[C:32]5[CH:34]([OH:38])[NH:35][C:36](=[O:37])[C:31]5=[CH:30][CH:29]=4)=[CH:26][C:19]=3[CH2:18][CH2:17]2)[CH2:13][CH2:14][CH2:15]1. The catalyst class is: 147. (9) Reactant: [O:1]1[CH2:15][CH:2]1[CH2:3][N:4]1[C:8](=[O:9])[C:7]2=[CH:10][CH:11]=[CH:12][CH:13]=[C:6]2[C:5]1=[O:14].[F:16][C:17]1[CH:22]=[CH:21][C:20]([S:23]([NH:26][C:27]2[CH:32]=[C:31]([N+:33]([O-:35])=[O:34])[CH:30]=[CH:29][C:28]=2F)(=[O:25])=[O:24])=[CH:19][CH:18]=1.C(=O)([O-])[O-].[K+].[K+]. Product: [F:16][C:17]1[CH:22]=[CH:21][C:20]([S:23]([N:26]2[C:27]3[CH:32]=[C:31]([N+:33]([O-:35])=[O:34])[CH:30]=[CH:29][C:28]=3[O:1][CH:2]([CH2:3][N:4]3[C:8](=[O:9])[C:7]4[C:6](=[CH:13][CH:12]=[CH:11][CH:10]=4)[C:5]3=[O:14])[CH2:15]2)(=[O:25])=[O:24])=[CH:19][CH:18]=1. The catalyst class is: 210.